The task is: Predict which catalyst facilitates the given reaction.. This data is from Catalyst prediction with 721,799 reactions and 888 catalyst types from USPTO. (1) Reactant: [Cl:1][C:2]1[CH:7]=[C:6]([CH:8]([NH:10][CH:11]2[CH2:13][CH2:12]2)[CH3:9])[CH:5]=[C:4]([Cl:14])[N:3]=1.[C:15](O[C:15]([O:17][C:18]([CH3:21])([CH3:20])[CH3:19])=[O:16])([O:17][C:18]([CH3:21])([CH3:20])[CH3:19])=[O:16].C(N(CC)CC)C.O. Product: [CH:11]1([N:10]([CH:8]([C:6]2[CH:5]=[C:4]([Cl:14])[N:3]=[C:2]([Cl:1])[CH:7]=2)[CH3:9])[C:15](=[O:16])[O:17][C:18]([CH3:21])([CH3:20])[CH3:19])[CH2:12][CH2:13]1. The catalyst class is: 7. (2) Reactant: [CH2:1]([O:8][C:9]([NH:11][CH2:12][CH2:13][CH:14]([CH:22]([OH:37])[CH2:23][CH2:24][C:25]1[CH:30]=[CH:29][C:28]([C:31]2[CH:36]=[CH:35][CH:34]=[CH:33][CH:32]=2)=[CH:27][CH:26]=1)[C:15]([O:17]C(C)(C)C)=[O:16])=[O:10])[C:2]1[CH:7]=[CH:6][CH:5]=[CH:4][CH:3]=1.FC(F)(F)C(O)=O.C1(OC)C=CC=CC=1. Product: [CH2:1]([O:8][C:9]([NH:11][CH2:12][CH2:13][CH:14]([CH:22]([OH:37])[CH2:23][CH2:24][C:25]1[CH:30]=[CH:29][C:28]([C:31]2[CH:32]=[CH:33][CH:34]=[CH:35][CH:36]=2)=[CH:27][CH:26]=1)[C:15]([OH:17])=[O:16])=[O:10])[C:2]1[CH:7]=[CH:6][CH:5]=[CH:4][CH:3]=1. The catalyst class is: 4. (3) Product: [CH3:15][C:16]1[N:17]([C:2]2[CH:7]=[CH:6][C:5]([N+:8]([O-:10])=[O:9])=[CH:4][C:3]=2[C:11]([F:14])([F:13])[F:12])[CH:18]=[CH:19][N:20]=1. The catalyst class is: 100. Reactant: Br[C:2]1[CH:7]=[CH:6][C:5]([N+:8]([O-:10])=[O:9])=[CH:4][C:3]=1[C:11]([F:14])([F:13])[F:12].[CH3:15][C:16]1[NH:17][CH:18]=[CH:19][N:20]=1. (4) Reactant: [CH2:1]([O:4][C:5]1[CH:12]=[CH:11][C:8]([CH2:9]O)=[CH:7][C:6]=1[O:13][CH3:14])[CH2:2][CH3:3].P(Br)(Br)[Br:16]. Product: [CH2:1]([O:4][C:5]1[CH:12]=[CH:11][C:8]([CH2:9][Br:16])=[CH:7][C:6]=1[O:13][CH3:14])[CH2:2][CH3:3]. The catalyst class is: 27. (5) Reactant: [CH2:1]([C:3]1[N:4]=[C:5]([CH:10](OC)[O:11]C)[NH:6][C:7]=1[CH2:8][CH3:9])[CH3:2]. Product: [CH2:8]([C:7]1[N:6]=[C:5]([CH:10]=[O:11])[NH:4][C:3]=1[CH2:1][CH3:2])[CH3:9]. The catalyst class is: 65. (6) Reactant: [Cl:1][C:2]1[N:7]=[CH:6][C:5]([CH2:8][N:9]2[C:14]3[N:15]=[CH:16][CH:17]=[CH:18][C:13]=3[C:12](=S)[C:11]([C:20]([O:22]CC)=O)=[N:10]2)=[CH:4][CH:3]=1.Cl.[CH3:26][C:27]1[C:32]([CH3:33])=[CH:31][CH:30]=[CH:29][C:28]=1[NH:34][NH2:35].C(=O)([O-])[O-].[K+].[K+]. Product: [Cl:1][C:2]1[N:7]=[CH:6][C:5]([CH2:8][N:9]2[C:14]3[N:15]=[CH:16][CH:17]=[CH:18][C:13]=3[C:12]3=[N:35][N:34]([C:28]4[CH:29]=[CH:30][CH:31]=[C:32]([CH3:33])[C:27]=4[CH3:26])[C:20](=[O:22])[C:11]3=[N:10]2)=[CH:4][CH:3]=1. The catalyst class is: 389. (7) Reactant: Br[C:2]1[CH:20]=[CH:19][C:5]2[N:6]=[C:7]([C@H:9]3[CH2:12][C@H:11]([N:13]4[CH2:18][CH2:17][CH2:16][CH2:15][CH2:14]4)[CH2:10]3)[S:8][C:4]=2[CH:3]=1.[OH:21][C@H:22]1[CH2:26][CH2:25][NH:24][C:23]1=[O:27].CC1(C)C2C(=C(P(C3C=CC=CC=3)C3C=CC=CC=3)C=CC=2)OC2C(P(C3C=CC=CC=3)C3C=CC=CC=3)=CC=CC1=2.C([O-])([O-])=O.[Cs+].[Cs+].[Al]. Product: [OH:21][C@H:22]1[CH2:26][CH2:25][N:24]([C:2]2[CH:20]=[CH:19][C:5]3[N:6]=[C:7]([CH:9]4[CH2:12][CH:11]([N:13]5[CH2:18][CH2:17][CH2:16][CH2:15][CH2:14]5)[CH2:10]4)[S:8][C:4]=3[CH:3]=2)[C:23]1=[O:27]. The catalyst class is: 110.